Dataset: Catalyst prediction with 721,799 reactions and 888 catalyst types from USPTO. Task: Predict which catalyst facilitates the given reaction. (1) Reactant: [C:1]1([C:7]#[C:8][C:9]2[CH:10]=[CH:11][C:12](=[O:15])[NH:13][N:14]=2)[CH:6]=[CH:5][CH:4]=[CH:3][CH:2]=1.[H-].[Na+].I[CH:19]([CH3:21])[CH3:20]. Product: [CH:19]([N:13]1[C:12](=[O:15])[CH:11]=[CH:10][C:9]([C:8]#[C:7][C:1]2[CH:2]=[CH:3][CH:4]=[CH:5][CH:6]=2)=[N:14]1)([CH3:21])[CH3:20]. The catalyst class is: 42. (2) Reactant: CCN(C(C)C)C(C)C.[C:10]1([C:19]2[CH:24]=[CH:23][CH:22]=[CH:21][CH:20]=2)[CH:15]=[CH:14][C:13]([C:16]([OH:18])=O)=[CH:12][CH:11]=1.C1C=CC2N(O)N=NC=2C=1.CCN=C=NCCCN(C)C.Cl.[CH3:47][O:48][C:49](=[O:53])[CH2:50][NH:51][CH3:52]. Product: [CH3:47][O:48][C:49](=[O:53])[CH2:50][N:51]([C:16]([C:13]1[CH:12]=[CH:11][C:10]([C:19]2[CH:24]=[CH:23][CH:22]=[CH:21][CH:20]=2)=[CH:15][CH:14]=1)=[O:18])[CH3:52]. The catalyst class is: 18. (3) Reactant: [CH3:1][C:2]1[CH:3]=[C:4]([S:9]([N:12]2[C:20]3[C:15](=[CH:16][CH:17]=[C:18]([C:21](O)=[O:22])[CH:19]=3)[CH2:14][CH2:13]2)(=[O:11])=[O:10])[CH:5]=[C:6]([CH3:8])[CH:7]=1.CN1CCOCC1.CN(C(ON1N=NC2C=CC=NC1=2)=[N+](C)C)C.F[P-](F)(F)(F)(F)F.[CH2:55]([O:57][C:58](=[O:66])[CH2:59][C:60]1[N:61]=[C:62]([NH2:65])[S:63][CH:64]=1)[CH3:56]. Product: [CH2:55]([O:57][C:58](=[O:66])[CH2:59][C:60]1[N:61]=[C:62]([NH:65][C:21]([C:18]2[CH:19]=[C:20]3[C:15]([CH2:14][CH2:13][N:12]3[S:9]([C:4]3[CH:5]=[C:6]([CH3:8])[CH:7]=[C:2]([CH3:1])[CH:3]=3)(=[O:11])=[O:10])=[CH:16][CH:17]=2)=[O:22])[S:63][CH:64]=1)[CH3:56]. The catalyst class is: 546. (4) Reactant: CN(C)C=O.[N:6]1[CH:11]=[CH:10][CH:9]=[CH:8][C:7]=1[S:12]([CH:15]([NH:27][CH2:28][C:29]1[CH:34]=[CH:33][C:32]([C:35]2[S:36][CH:37]=[CH:38][N:39]=2)=[CH:31][CH:30]=1)[C:16]1[N:21]=[C:20]([NH:22][CH2:23][C:24]([OH:26])=[O:25])[CH:19]=[CH:18][CH:17]=1)(=[O:14])=[O:13].C(=O)([O-])[O-].[K+].[K+].[CH2:46]([O:53][CH2:54][CH2:55][O:56][CH2:57][CH2:58][O:59][CH2:60][CH2:61]CS([O-])(=O)=O)[C:47]1[CH:52]=[CH:51][CH:50]=[CH:49][CH:48]=1. Product: [CH2:46]([O:53][CH2:54][CH2:55][O:56][CH2:57][CH2:58][O:59][CH2:60][CH2:61][CH:23]([NH:22][C:20]1[CH:19]=[CH:18][CH:17]=[C:16]([CH:15]([S:12]([C:7]2[CH:8]=[CH:9][CH:10]=[CH:11][N:6]=2)(=[O:14])=[O:13])[NH:27][CH2:28][C:29]2[CH:34]=[CH:33][C:32]([C:35]3[S:36][CH:37]=[CH:38][N:39]=3)=[CH:31][CH:30]=2)[N:21]=1)[C:24]([OH:26])=[O:25])[C:47]1[CH:52]=[CH:51][CH:50]=[CH:49][CH:48]=1. The catalyst class is: 6. (5) Reactant: [Cl:1][C:2]1[CH:7]=[CH:6][CH:5]=[C:4](I)[CH:3]=1.[N:9]1[CH:14]=[CH:13][CH:12]=[CH:11][C:10]=1[OH:15].CCOC(C1C(=O)CCCC1)=O.C([O-])([O-])=O.[Cs+].[Cs+]. Product: [Cl:1][C:2]1[CH:3]=[C:4]([N:9]2[CH:14]=[CH:13][CH:12]=[CH:11][C:10]2=[O:15])[CH:5]=[CH:6][CH:7]=1. The catalyst class is: 205. (6) Reactant: C[O:2][C:3](=O)[CH:4]([C:24]1[CH:29]=[CH:28][C:27]([O:30][CH3:31])=[CH:26][CH:25]=1)[CH2:5][C:6]1[C:7]([NH:19][CH2:20][CH:21]2[CH2:23][CH2:22]2)=[N:8][C:9]([NH:12][C:13]2[CH:18]=[CH:17][CH:16]=[CH:15][CH:14]=2)=[N:10][CH:11]=1.S(=O)(=O)(O)O. Product: [CH:21]1([CH2:20][N:19]2[C:7]3[N:8]=[C:9]([NH:12][C:13]4[CH:14]=[CH:15][CH:16]=[CH:17][CH:18]=4)[N:10]=[CH:11][C:6]=3[CH2:5][CH:4]([C:24]3[CH:25]=[CH:26][C:27]([O:30][CH3:31])=[CH:28][CH:29]=3)[C:3]2=[O:2])[CH2:23][CH2:22]1. The catalyst class is: 342. (7) Reactant: Cl[C:2]1[CH:7]=[CH:6][N:5]=[C:4]2[O:8][C:9]([C:17]3[CH:18]=[C:19]([C:23]([N:25]4[CH2:30][CH2:29][N:28]([CH3:31])[CH2:27][CH2:26]4)=[O:24])[CH:20]=[CH:21][CH:22]=3)=[C:10]([C:11]3[CH:16]=[CH:15][CH:14]=[CH:13][CH:12]=3)[C:3]=12.C1(P(C2CCCCC2)C2C=CC=CC=2C2C(CCC)=CC(CCC)=CC=2CCC)CCCCC1.CC([O-])(C)C.[Na+].[NH2:72][CH2:73][CH2:74][N:75]1[CH2:80][CH2:79][N:78]([C:81]([O:83][C:84]([CH3:87])([CH3:86])[CH3:85])=[O:82])[CH2:77][CH2:76]1. Product: [CH3:31][N:28]1[CH2:27][CH2:26][N:25]([C:23]([C:19]2[CH:18]=[C:17]([C:9]3[O:8][C:4]4=[N:5][CH:6]=[CH:7][C:2]([NH:72][CH2:73][CH2:74][N:75]5[CH2:80][CH2:79][N:78]([C:81]([O:83][C:84]([CH3:87])([CH3:86])[CH3:85])=[O:82])[CH2:77][CH2:76]5)=[C:3]4[C:10]=3[C:11]3[CH:16]=[CH:15][CH:14]=[CH:13][CH:12]=3)[CH:22]=[CH:21][CH:20]=2)=[O:24])[CH2:30][CH2:29]1.[CH3:31][N:28]1[CH2:27][CH2:26][N:25]([C:23]([C:19]2[CH:18]=[C:17]([C:9]3[O:8][C:4]4=[N:5][CH:6]=[CH:7][CH:2]=[C:3]4[C:10]=3[C:11]3[CH:16]=[CH:15][CH:14]=[CH:13][CH:12]=3)[CH:22]=[CH:21][CH:20]=2)=[O:24])[CH2:30][CH2:29]1. The catalyst class is: 187. (8) Reactant: C([O:3][C:4]([C:6]1[NH:7][C:8]2[C:13]([C:14]=1[CH3:15])=[CH:12][C:11]([O:16][CH3:17])=[C:10]([C:18]([F:21])([F:20])[F:19])[CH:9]=2)=[O:5])C.[OH-].[K+].Cl. Product: [CH3:17][O:16][C:11]1[CH:12]=[C:13]2[C:8](=[CH:9][C:10]=1[C:18]([F:20])([F:21])[F:19])[NH:7][C:6]([C:4]([OH:5])=[O:3])=[C:14]2[CH3:15]. The catalyst class is: 40. (9) Reactant: [NH:1]1[CH2:6][CH2:5][CH:4]([CH2:7][O:8][C:9]2[CH:10]=[C:11]([CH:16]=[CH:17][CH:18]=2)[C:12]([O:14][CH3:15])=[O:13])[CH2:3][CH2:2]1.Cl[C:20]1[N:25]=[CH:24][C:23]([N+:26]([O-:28])=[O:27])=[CH:22][N:21]=1.C(N(CC)C(C)C)(C)C.CCOC(C)=O. Product: [N+:26]([C:23]1[CH:22]=[N:21][C:20]([N:1]2[CH2:2][CH2:3][CH:4]([CH2:7][O:8][C:9]3[CH:10]=[C:11]([CH:16]=[CH:17][CH:18]=3)[C:12]([O:14][CH3:15])=[O:13])[CH2:5][CH2:6]2)=[N:25][CH:24]=1)([O-:28])=[O:27]. The catalyst class is: 6. (10) Reactant: Cl[CH:2]([C:17]1[CH:22]=[CH:21][CH:20]=[CH:19][CH:18]=1)[C:3]([C:5]1[C:13]2[C:8](=[CH:9][CH:10]=[CH:11][CH:12]=2)[N:7]([CH2:14][CH2:15][OH:16])[CH:6]=1)=[O:4].[CH3:23][O:24][C:25]1[CH:26]=[C:27]([CH:29]=[CH:30][CH:31]=1)[NH2:28].CCN(C(C)C)C(C)C. Product: [OH:16][CH2:15][CH2:14][N:7]1[C:8]2[C:13](=[CH:12][CH:11]=[CH:10][CH:9]=2)[C:5]([C:3](=[O:4])[CH:2]([NH:28][C:27]2[CH:29]=[CH:30][CH:31]=[C:25]([O:24][CH3:23])[CH:26]=2)[C:17]2[CH:22]=[CH:21][CH:20]=[CH:19][CH:18]=2)=[CH:6]1. The catalyst class is: 10.